Task: Predict the reactants needed to synthesize the given product.. Dataset: Full USPTO retrosynthesis dataset with 1.9M reactions from patents (1976-2016) (1) Given the product [O:14]=[C:15]([OH:27])[C@@H:16]([C@H:18]([C@H:20]([C@@H:22]([C:24]([OH:26])=[O:25])[OH:23])[OH:21])[OH:19])[OH:17].[CH2:1]([NH:3][CH2:4][CH2:5][CH2:6][O:7][C:8]1[CH:9]=[N:10][CH:11]=[CH:12][CH:13]=1)[CH3:2].[CH2:1]([NH:3][CH2:4][CH2:5][CH2:6][O:7][C:8]1[CH:9]=[N:10][CH:11]=[CH:12][CH:13]=1)[CH3:2], predict the reactants needed to synthesize it. The reactants are: [CH2:1]([NH:3][CH2:4][CH2:5][CH2:6][O:7][C:8]1[CH:9]=[N:10][CH:11]=[CH:12][CH:13]=1)[CH3:2].[O:14]=[C:15]([OH:27])[C@@H:16]([C@H:18]([C@H:20]([C@@H:22]([C:24]([OH:26])=[O:25])[OH:23])[OH:21])[OH:19])[OH:17].O. (2) Given the product [CH3:1][O:2][C@@H:3]1[CH2:11][N:10]2[C@@H:5]([CH2:6][C:7]([N:14]3[CH2:18][CH2:17][CH2:16][CH2:15]3)=[CH:8][C:9]2=[O:12])[CH2:4]1, predict the reactants needed to synthesize it. The reactants are: [CH3:1][O:2][C@@H:3]1[CH2:11][N:10]2[C@H:5]([CH2:6][C:7](=O)[CH2:8][C:9]2=[O:12])[CH2:4]1.[NH:14]1[CH2:18][CH2:17][CH2:16][CH2:15]1. (3) Given the product [C:1]1([C:3](=[CH:5][CH:6]=[CH:7][CH:8]=1)[O-:4])[O-:2].[Sn+4:14].[C:1]1([C:3](=[CH:5][CH:6]=[CH:7][CH:8]=1)[O-:4])[O-:2], predict the reactants needed to synthesize it. The reactants are: [C:1]1([C:3](=[CH:5][CH:6]=[CH:7][CH:8]=1)[OH:4])[OH:2].[O-]CCCC.[Sn+4:14].[O-]CCCC.[O-]CCCC.[O-]CCCC. (4) Given the product [C:12]1([C:15]2[CH:20]=[CH:19][CH:18]=[CH:17][CH:16]=2)[CH:13]=[CH:14][C:9]([C:7]([NH:6][CH2:5][C:4]2[CH:3]=[C:2]([NH:1][CH2:30][C:29]3[CH:28]=[C:27]([CH:34]=[CH:33][CH:32]=3)[C:24]([OH:26])=[O:25])[CH:23]=[CH:22][CH:21]=2)=[O:8])=[CH:10][CH:11]=1, predict the reactants needed to synthesize it. The reactants are: [NH2:1][C:2]1[CH:3]=[C:4]([CH:21]=[CH:22][CH:23]=1)[CH2:5][NH:6][C:7]([C:9]1[CH:14]=[CH:13][C:12]([C:15]2[CH:20]=[CH:19][CH:18]=[CH:17][CH:16]=2)=[CH:11][CH:10]=1)=[O:8].[C:24]([C:27]1[CH:28]=[C:29]([CH:32]=[CH:33][CH:34]=1)[CH:30]=O)([OH:26])=[O:25].[BH4-].[Na+].